This data is from Full USPTO retrosynthesis dataset with 1.9M reactions from patents (1976-2016). The task is: Predict the reactants needed to synthesize the given product. Given the product [CH2:4]([N:1]1[CH:18]=[C:17]([C:11]2[CH:16]=[CH:15][CH:14]=[CH:13][CH:12]=2)[N:3]=[N:2]1)[CH2:5][CH2:6][CH2:7][CH2:8][CH2:9][CH3:10], predict the reactants needed to synthesize it. The reactants are: [N:1]([CH2:4][CH2:5][CH2:6][CH2:7][CH2:8][CH2:9][CH3:10])=[N+:2]=[N-:3].[C:11]1([C:17]#[CH:18])[CH:16]=[CH:15][CH:14]=[CH:13][CH:12]=1.